This data is from Forward reaction prediction with 1.9M reactions from USPTO patents (1976-2016). The task is: Predict the product of the given reaction. (1) Given the reactants [C:1]([O:5][C:6](=[O:33])[N:7]([CH:9]1[CH2:14][CH2:13][CH:12]([NH:15][CH2:16][C:17]2[CH:18]=[C:19]([C:25]3[CH:30]=[CH:29][CH:28]=[C:27]([C:31]#[N:32])[CH:26]=3)[CH:20]=[CH:21][C:22]=2[O:23][CH3:24])[CH2:11][CH2:10]1)[CH3:8])([CH3:4])([CH3:3])[CH3:2].[Cl:34][C:35]1[C:36]2[C:46]([F:47])=[CH:45][CH:44]=[CH:43][C:37]=2[S:38][C:39]=1[C:40](Cl)=[O:41], predict the reaction product. The product is: [C:1]([O:5][C:6](=[O:33])[N:7]([CH:9]1[CH2:14][CH2:13][CH:12]([N:15]([C:40]([C:39]2[S:38][C:37]3[CH:43]=[CH:44][CH:45]=[C:46]([F:47])[C:36]=3[C:35]=2[Cl:34])=[O:41])[CH2:16][C:17]2[CH:18]=[C:19]([C:25]3[CH:30]=[CH:29][CH:28]=[C:27]([C:31]#[N:32])[CH:26]=3)[CH:20]=[CH:21][C:22]=2[O:23][CH3:24])[CH2:11][CH2:10]1)[CH3:8])([CH3:4])([CH3:2])[CH3:3]. (2) Given the reactants [CH:1]1([CH2:7][CH2:8][CH2:9][C@@H:10]([C:19]2[O:23][N:22]=[C:21]([CH2:24][CH2:25][O:26][CH3:27])[N:20]=2)[CH2:11][C:12]([O:14]C(C)(C)C)=[O:13])[CH2:6][CH2:5][CH2:4][CH2:3][CH2:2]1.FC(F)(F)C(O)=O, predict the reaction product. The product is: [CH:1]1([CH2:7][CH2:8][CH2:9][C@@H:10]([C:19]2[O:23][N:22]=[C:21]([CH2:24][CH2:25][O:26][CH3:27])[N:20]=2)[CH2:11][C:12]([OH:14])=[O:13])[CH2:2][CH2:3][CH2:4][CH2:5][CH2:6]1. (3) Given the reactants P(=O)(O)(O)O.[CH2:6]([O:8][C:9]([C:11]1[C:21]([CH2:22][CH2:23][CH:24](O)[C:25]2[CH:30]=[CH:29][CH:28]=[CH:27][CH:26]=2)=[C:20]([OH:32])[C:14]2[N:15]=[C:16]([CH3:19])[N:17]([CH3:18])[C:13]=2[CH:12]=1)=[O:10])[CH3:7].[OH-].[Na+], predict the reaction product. The product is: [CH2:6]([O:8][C:9]([C:11]1[C:21]2[CH2:22][CH2:23][CH:24]([C:25]3[CH:26]=[CH:27][CH:28]=[CH:29][CH:30]=3)[O:32][C:20]=2[C:14]2[N:15]=[C:16]([CH3:19])[N:17]([CH3:18])[C:13]=2[CH:12]=1)=[O:10])[CH3:7]. (4) Given the reactants [C:1]([C:5]1[CH:10]=[C:9]([C:11]([CH3:14])([CH3:13])[CH3:12])[CH:8]=[CH:7][C:6]=1[OH:15])([CH3:4])([CH3:3])[CH3:2].[Br:16]Br, predict the reaction product. The product is: [Br:16][C:7]1[CH:8]=[C:9]([C:11]([CH3:14])([CH3:13])[CH3:12])[CH:10]=[C:5]([C:1]([CH3:4])([CH3:3])[CH3:2])[C:6]=1[OH:15].